Dataset: CYP2C19 inhibition data for predicting drug metabolism from PubChem BioAssay. Task: Regression/Classification. Given a drug SMILES string, predict its absorption, distribution, metabolism, or excretion properties. Task type varies by dataset: regression for continuous measurements (e.g., permeability, clearance, half-life) or binary classification for categorical outcomes (e.g., BBB penetration, CYP inhibition). Dataset: cyp2c19_veith. (1) The drug is COCCN1CSC(=S)N(Cc2ccco2)C1. The result is 1 (inhibitor). (2) The result is 0 (non-inhibitor). The drug is CCCCCCCCCCCCCCCCCCNC(=O)OC[C@@H](COP(=O)([O-])OCC[n+]1ccsc1)OC. (3) The molecule is CCc1ccc(OCC(=O)NC(=S)Nc2ccc(F)cc2)c(Br)c1. The result is 1 (inhibitor). (4) The molecule is C[N+](C)(C)CC#CCOC(=O)Nc1cccc(Cl)c1. The result is 0 (non-inhibitor). (5) The drug is COc1ccccc1CNc1ncncc1-c1ccccc1C. The result is 1 (inhibitor). (6) The compound is O=S(=O)(/N=C(\Sc1ccccc1)c1ccccc1)c1ccc(Cl)cc1. The result is 1 (inhibitor).